From a dataset of Forward reaction prediction with 1.9M reactions from USPTO patents (1976-2016). Predict the product of the given reaction. (1) Given the reactants [OH:1][C@@:2]1([C:9]#[C:10][C:11]2[CH:12]=[C:13]([C:17]3[N:22]=[C:21]4[N:23]([CH3:26])[N:24]=[CH:25][C:20]4=[C:19]([C:27]([O:29]CC)=O)[N:18]=3)[CH:14]=[CH:15][CH:16]=2)[CH2:6][CH2:5][N:4]([CH3:7])[C:3]1=[O:8].[NH3:32], predict the reaction product. The product is: [OH:1][C@@:2]1([C:9]#[C:10][C:11]2[CH:12]=[C:13]([C:17]3[N:22]=[C:21]4[N:23]([CH3:26])[N:24]=[CH:25][C:20]4=[C:19]([C:27]([NH2:32])=[O:29])[N:18]=3)[CH:14]=[CH:15][CH:16]=2)[CH2:6][CH2:5][N:4]([CH3:7])[C:3]1=[O:8]. (2) Given the reactants [CH3:1]/[C:2](=[CH:19]\[C:20]1[CH:25]=[CH:24][CH:23]=[CH:22][CH:21]=1)/[CH2:3][NH:4][CH2:5][CH:6]1[CH2:11][CH2:10][N:9]([C:12]([O:14][C:15]([CH3:18])([CH3:17])[CH3:16])=[O:13])[CH2:8][CH2:7]1.C(N(CC)CC)C.[CH:33]1([C:39](Cl)=[O:40])[CH2:38][CH2:37][CH2:36][CH2:35][CH2:34]1.O, predict the reaction product. The product is: [CH:33]1([C:39]([N:4]([CH2:5][CH:6]2[CH2:7][CH2:8][N:9]([C:12]([O:14][C:15]([CH3:16])([CH3:17])[CH3:18])=[O:13])[CH2:10][CH2:11]2)[CH2:3]/[C:2](/[CH3:1])=[CH:19]/[C:20]2[CH:25]=[CH:24][CH:23]=[CH:22][CH:21]=2)=[O:40])[CH2:38][CH2:37][CH2:36][CH2:35][CH2:34]1. (3) Given the reactants [O:1]=[C:2]1[N:6]([C:7]2[CH:12]=[CH:11][CH:10]=[C:9]([C:13]([F:16])([F:15])[F:14])[CH:8]=2)[CH2:5][CH:4]([CH2:17][N:18]2[CH:22]=[C:21]([C:23](O)=[O:24])[CH:20]=[N:19]2)[CH2:3]1.[NH2:26][C:27]1[C:28](=[O:38])[N:29]([CH2:35][CH2:36][CH3:37])[C:30](=[O:34])[NH:31][C:32]=1[NH2:33].CCN=C=NCCCN(C)C, predict the reaction product. The product is: [NH2:33][C:32]1[NH:31][C:30](=[O:34])[N:29]([CH2:35][CH2:36][CH3:37])[C:28](=[O:38])[C:27]=1[NH:26][C:23]([C:21]1[CH:20]=[N:19][N:18]([CH2:17][CH:4]2[CH2:3][C:2](=[O:1])[N:6]([C:7]3[CH:12]=[CH:11][CH:10]=[C:9]([C:13]([F:16])([F:15])[F:14])[CH:8]=3)[CH2:5]2)[CH:22]=1)=[O:24]. (4) Given the reactants [CH3:1][O:2][C:3]([C:5]1[CH:10]=[CH:9][C:8](B(O)O)=[CH:7][CH:6]=1)=[O:4].C[Si]([N-][Si](C)(C)C)(C)C.[Na+].I[CH:25]1[CH2:28][O:27][CH2:26]1, predict the reaction product. The product is: [CH3:1][O:2][C:3](=[O:4])[C:5]1[CH:10]=[CH:9][C:8]([CH:25]2[CH2:28][O:27][CH2:26]2)=[CH:7][CH:6]=1. (5) Given the reactants [F:1][CH:2]([F:24])[C:3]1[N:8]2[N:9]=[CH:10][C:11]([C:12]#[CH:13])=[C:7]2[N:6]=[C:5]([C:14]2[CH:19]=[CH:18][C:17]([C:20]([F:23])([F:22])[F:21])=[CH:16][CH:15]=2)[CH:4]=1.Br[C:26]1[CH:27]=[C:28]([S:32]([NH:35][C:36]([CH3:40])([CH3:39])[CH2:37][OH:38])(=[O:34])=[O:33])[CH:29]=[CH:30][CH:31]=1, predict the reaction product. The product is: [F:24][CH:2]([F:1])[C:3]1[N:8]2[N:9]=[CH:10][C:11]([C:12]#[C:13][C:26]3[CH:27]=[C:28]([S:32]([NH:35][C:36]([CH3:40])([CH3:39])[CH2:37][OH:38])(=[O:33])=[O:34])[CH:29]=[CH:30][CH:31]=3)=[C:7]2[N:6]=[C:5]([C:14]2[CH:19]=[CH:18][C:17]([C:20]([F:23])([F:22])[F:21])=[CH:16][CH:15]=2)[CH:4]=1. (6) Given the reactants [Br:1][C:2]1[CH:9]=[C:8]([F:10])[CH:7]=[CH:6][C:3]=1[CH:4]=O.[CH3:11][C:12]1[O:16][CH:15]=[N:14][C:13]=1[C:17]([NH2:19])=[NH:18].[C:20]([O:26][CH2:27][CH3:28])(=[O:25])[CH2:21][C:22]([CH3:24])=O.[NH:29]1[CH2:34][CH2:33][O:32][CH2:31][C@H:30]1[C:35]([OH:37])=[O:36].S1C=CN=C1C(N)=N.C(OC)(=O)CC(C)=O.FC1(F)CN[C@H](C(O)=O)C1, predict the reaction product. The product is: [Br:1][C:2]1[CH:9]=[C:8]([F:10])[CH:7]=[CH:6][C:3]=1[C@@H:4]1[N:19]=[C:17]([C:13]2[N:14]=[CH:15][O:16][C:12]=2[CH3:11])[NH:18][C:22]([CH2:24][N:29]2[CH2:34][CH2:33][O:32][CH2:31][C@H:30]2[C:35]([OH:37])=[O:36])=[C:21]1[C:20]([O:26][CH2:27][CH3:28])=[O:25].